From a dataset of Reaction yield outcomes from USPTO patents with 853,638 reactions. Predict the reaction yield, written as a fraction of the theoretical maximum amount of product (1.0 means a 100% yield; for example, 0.34 means a 34% yield). (1) The reactants are [OH-].[Na+].[N+:3]([C:6]1[CH:7]=[C:8]2[O:14]C(=O)[NH:12][C:9]2=[N:10][CH:11]=1)([O-:5])=[O:4]. The catalyst is O.C(O)C. The product is [NH2:12][C:9]1[C:8]([OH:14])=[CH:7][C:6]([N+:3]([O-:5])=[O:4])=[CH:11][N:10]=1. The yield is 0.860. (2) The reactants are [F:1][C:2]1[CH:3]=[C:4]([C:30]2[CH:35]=[CH:34][CH:33]=[CH:32][C:31]=2[C:36]2[NH:40][C:39](=[O:41])[O:38][N:37]=2)[CH:5]=[CH:6][C:7]=1[CH2:8][C:9]1[C:10](=[O:29])[N:11]([CH:22]2[CH2:27][CH2:26][C:25](=[O:28])[CH2:24][CH2:23]2)[C:12]2[N:13]([N:18]=[C:19]([CH3:21])[N:20]=2)[C:14]=1[CH2:15][CH2:16][CH3:17].[BH4-].[Na+]. The catalyst is CO. The product is [F:1][C:2]1[CH:3]=[C:4]([C:30]2[CH:35]=[CH:34][CH:33]=[CH:32][C:31]=2[C:36]2[NH:40][C:39](=[O:41])[O:38][N:37]=2)[CH:5]=[CH:6][C:7]=1[CH2:8][C:9]1[C:10](=[O:29])[N:11]([CH:22]2[CH2:27][CH2:26][CH:25]([OH:28])[CH2:24][CH2:23]2)[C:12]2[N:13]([N:18]=[C:19]([CH3:21])[N:20]=2)[C:14]=1[CH2:15][CH2:16][CH3:17]. The yield is 0.460. (3) The yield is 0.840. The product is [CH3:12][O:11][C:4]1[N:3]=[C:2]([NH2:15])[C:7]([N+:8]([O-:10])=[O:9])=[CH:6][CH:5]=1. No catalyst specified. The reactants are Cl[C:2]1[C:7]([N+:8]([O-:10])=[O:9])=[CH:6][CH:5]=[C:4]([O:11][CH3:12])[N:3]=1.CO.[NH3:15]. (4) The reactants are [CH3:1][C@H:2]1[CH2:7][CH2:6][N:5]([C:8]([O:10][C:11]([CH3:14])([CH3:13])[CH3:12])=[O:9])[CH2:4][C@H:3]1[C:15](=S)[NH:16][CH2:17][C:18]1[N:19]=[C:20]2[CH:26]=[CH:25][N:24]([S:27]([C:30]3[CH:36]=[CH:35][C:33]([CH3:34])=[CH:32][CH:31]=3)(=[O:29])=[O:28])[C:21]2=[N:22][CH:23]=1. The catalyst is O1CCOCC1.FC(F)(F)C([O-])=O.[Hg+2].FC(F)(F)C([O-])=O. The product is [C:11]([O:10][C:8]([N:5]1[CH2:6][CH2:7][C@H:2]([CH3:1])[C@H:3]([C:15]2[N:19]3[C:20]4[CH:26]=[CH:25][N:24]([S:27]([C:30]5[CH:36]=[CH:35][C:33]([CH3:34])=[CH:32][CH:31]=5)(=[O:28])=[O:29])[C:21]=4[N:22]=[CH:23][C:18]3=[CH:17][N:16]=2)[CH2:4]1)=[O:9])([CH3:14])([CH3:13])[CH3:12]. The yield is 0.900. (5) The reactants are [Cl:1][C:2]1[N:7]=[C:6]2[N:8]([Si](C(C)C)(C(C)C)C(C)C)[CH:9]=[CH:10][C:5]2=[C:4]([C:21]2([OH:34])[CH2:26][CH2:25][N:24](C(OC(C)(C)C)=O)[CH2:23][CH2:22]2)[CH:3]=1.[Si](I)(C)(C)C. The yield is 0.630. The catalyst is C(Cl)Cl. The product is [Cl:1][C:2]1[N:7]=[C:6]2[NH:8][CH:9]=[CH:10][C:5]2=[C:4]([C:21]2([OH:34])[CH2:22][CH2:23][NH:24][CH2:25][CH2:26]2)[CH:3]=1.